Predict the reactants needed to synthesize the given product. From a dataset of Full USPTO retrosynthesis dataset with 1.9M reactions from patents (1976-2016). (1) The reactants are: C1(N2C(=O)C3SC=[C:16]([C:17]4[CH:22]=[CH:21][CH:20]=[CH:19]C=4)[C:10]=3[N:9]=[CH:8]2)C=CC=CC=1.[NH2:23][C:24]1[C:28]([C:29]2[CH:34]=[CH:33][CH:32]=[CH:31][C:30]=2[F:35])=[CH:27][S:26][C:25]=1[C:36]([O:38]C)=O.C(OCC)(OCC)OCC.C1(N)CCCCCC1. Given the product [CH:10]1([N:9]2[C:36](=[O:38])[C:25]3[S:26][CH:27]=[C:28]([C:29]4[CH:34]=[CH:33][CH:32]=[CH:31][C:30]=4[F:35])[C:24]=3[N:23]=[CH:8]2)[CH2:16][CH2:17][CH2:22][CH2:21][CH2:20][CH2:19]1, predict the reactants needed to synthesize it. (2) Given the product [C:13]1([C:17]2[CH:18]=[CH:19][CH:20]=[CH:21][CH:22]=2)[CH:14]=[CH:15][CH:16]=[C:11]([N:9]2[CH:10]=[C:6]([C:4]([C:25]3[S:24][CH:28]=[CH:27][N:26]=3)=[O:5])[N:7]=[CH:8]2)[CH:12]=1, predict the reactants needed to synthesize it. The reactants are: CON(C)[C:4]([C:6]1[N:7]=[CH:8][N:9]([C:11]2[CH:12]=[C:13]([C:17]3[CH:22]=[CH:21][CH:20]=[CH:19][CH:18]=3)[CH:14]=[CH:15][CH:16]=2)[CH:10]=1)=[O:5].[S:24]1[CH:28]=[CH:27][N:26]=[CH:25]1. (3) Given the product [NH2:9][C:10]1[C:17]([N+:18]([O-:20])=[O:19])=[C:16]([N:21]2[CH2:25][CH2:24][C@H:23]([N:26]([CH3:28])[CH3:27])[CH2:22]2)[C:15]([C:31]2[CH:36]=[CH:35][CH:34]=[CH:33][CH:32]=2)=[C:14]([CH3:30])[C:11]=1[C:12]#[N:13], predict the reactants needed to synthesize it. The reactants are: P([O-])([O-])([O-])=O.[K+].[K+].[K+].[NH2:9][C:10]1[C:17]([N+:18]([O-:20])=[O:19])=[C:16]([N:21]2[CH2:25][CH2:24][C@H:23]([N:26]([CH3:28])[CH3:27])[CH2:22]2)[C:15](Br)=[C:14]([CH3:30])[C:11]=1[C:12]#[N:13].[C:31]1(B(O)O)[CH:36]=[CH:35][CH:34]=[CH:33][CH:32]=1.